This data is from Full USPTO retrosynthesis dataset with 1.9M reactions from patents (1976-2016). The task is: Predict the reactants needed to synthesize the given product. (1) Given the product [CH2:1]([C:3]1[C:8]([C:9]2[S:13][C:12]([C:14]3[CH:19]=[CH:18][C:17]([O:20][CH:21]([CH3:23])[CH3:22])=[C:16]([C:24]([F:27])([F:25])[F:26])[CH:15]=3)=[N:11][CH:10]=2)=[CH:7][CH:6]=[CH:5][C:4]=1[CH2:28][N:29]1[CH2:30][CH2:31][CH:32]([C:35]([OH:37])=[O:36])[CH2:33][CH2:34]1)[CH3:2], predict the reactants needed to synthesize it. The reactants are: [CH2:1]([C:3]1[C:8]([C:9]2[S:13][C:12]([C:14]3[CH:19]=[CH:18][C:17]([O:20][CH:21]([CH3:23])[CH3:22])=[C:16]([C:24]([F:27])([F:26])[F:25])[CH:15]=3)=[N:11][CH:10]=2)=[CH:7][CH:6]=[CH:5][C:4]=1[CH2:28][N:29]1[CH2:34][CH2:33][CH:32]([C:35]([O:37]CC)=[O:36])[CH2:31][CH2:30]1)[CH3:2].[OH-].[Na+]. (2) Given the product [Cl:20][C:2]1[O:3][C:4]2[CH:10]=[C:9]([O:11][CH3:12])[CH:8]=[CH:7][C:5]=2[N:6]=1, predict the reactants needed to synthesize it. The reactants are: S[C:2]1[O:3][C:4]2[CH:10]=[C:9]([O:11][CH3:12])[CH:8]=[CH:7][C:5]=2[N:6]=1.CN(C=O)C.S(Cl)([Cl:20])=O. (3) Given the product [N:24]1[C:16]([C:15]2[C:10]([NH:9][C:8]3[C:3]([F:2])=[C:4]([NH:32][S:33]([CH:36]4[CH2:37][CH2:38]4)(=[O:34])=[O:35])[CH:5]=[CH:6][C:7]=3[F:31])=[N:11][CH:12]=[CH:13][CH:14]=2)=[C:17]2[C:21]([NH:20][CH:19]=[N:18]2)=[N:22][CH:23]=1, predict the reactants needed to synthesize it. The reactants are: Cl.[F:2][C:3]1[C:8]([NH:9][C:10]2[C:15]([C:16]3[N:24]=[CH:23][N:22]=[C:21]4[C:17]=3[N:18]=[CH:19][N:20]4C3CCCCO3)=[CH:14][CH:13]=[CH:12][N:11]=2)=[C:7]([F:31])[CH:6]=[CH:5][C:4]=1[NH:32][S:33]([CH:36]1[CH2:38][CH2:37]1)(=[O:35])=[O:34].